From a dataset of Catalyst prediction with 721,799 reactions and 888 catalyst types from USPTO. Predict which catalyst facilitates the given reaction. Reactant: C1CN([P+](ON2N=NC3C=CC=CC2=3)(N2CCCC2)N2CCCC2)CC1.F[P-](F)(F)(F)(F)F.C(N(CC)C(C)C)(C)C.[Cl:43][C:44]1[CH:45]=[CH:46][C:47]2[N:53]3[C:54]([C:57]([CH3:61])([CH3:60])[CH2:58][OH:59])=[N:55][N:56]=[C:52]3[CH:51]([CH2:62][C:63](O)=[O:64])[O:50][CH:49]([C:66]3[CH:71]=[CH:70][CH:69]=[C:68]([O:72][CH3:73])[C:67]=3[O:74][CH3:75])[C:48]=2[CH:76]=1.[NH:77]1[CH2:82][CH2:81][S:80](=[O:84])(=[O:83])[CH2:79][CH2:78]1. Product: [Cl:43][C:44]1[CH:45]=[CH:46][C:47]2[N:53]3[C:54]([C:57]([CH3:61])([CH3:60])[CH2:58][OH:59])=[N:55][N:56]=[C:52]3[CH:51]([CH2:62][C:63]([N:77]3[CH2:82][CH2:81][S:80](=[O:84])(=[O:83])[CH2:79][CH2:78]3)=[O:64])[O:50][CH:49]([C:66]3[CH:71]=[CH:70][CH:69]=[C:68]([O:72][CH3:73])[C:67]=3[O:74][CH3:75])[C:48]=2[CH:76]=1. The catalyst class is: 7.